From a dataset of Forward reaction prediction with 1.9M reactions from USPTO patents (1976-2016). Predict the product of the given reaction. (1) Given the reactants CS(Cl)(=O)=O.[CH3:6][C:7]([NH:14][S:15]([CH2:18][CH:19](O)[C:20]1[CH:21]=[N:22][CH:23]=[CH:24][CH:25]=1)(=[O:17])=[O:16])([CH3:13])[CH2:8][C:9]([CH3:12])([CH3:11])[CH3:10].C(N(CC)CC)C.O, predict the reaction product. The product is: [CH3:13][C:7]([NH:14][S:15](/[CH:18]=[CH:19]/[C:20]1[CH:21]=[N:22][CH:23]=[CH:24][CH:25]=1)(=[O:17])=[O:16])([CH3:6])[CH2:8][C:9]([CH3:10])([CH3:11])[CH3:12]. (2) Given the reactants [CH2:1]([O:3][C:4](=[O:12])[C:5]1[CH:10]=[CH:9][C:8]([NH2:11])=[CH:7][CH:6]=1)[CH3:2].[Br:13][C:14]1[CH:21]=[CH:20][C:17]([CH:18]=O)=[CH:16][CH:15]=1, predict the reaction product. The product is: [CH2:1]([O:3][C:4](=[O:12])[C:5]1[CH:10]=[CH:9][C:8]([N:11]=[CH:18][C:17]2[CH:20]=[CH:21][C:14]([Br:13])=[CH:15][CH:16]=2)=[CH:7][CH:6]=1)[CH3:2]. (3) Given the reactants [CH2:1]([O:3][C:4]1[CH:12]=[C:11]2[C:7]([C:8]([C:13]#[N:14])=[CH:9][NH:10]2)=[CH:6][CH:5]=1)[CH3:2].C([O-])([O-])=O.[Cs+].[Cs+].[CH:21]1(Br)[CH2:24][CH2:23][CH2:22]1, predict the reaction product. The product is: [CH:21]1([N:10]2[C:11]3[C:7](=[CH:6][CH:5]=[C:4]([O:3][CH2:1][CH3:2])[CH:12]=3)[C:8]([C:13]#[N:14])=[CH:9]2)[CH2:24][CH2:23][CH2:22]1.